This data is from Forward reaction prediction with 1.9M reactions from USPTO patents (1976-2016). The task is: Predict the product of the given reaction. (1) Given the reactants CO[CH:3](OC)[N:4]([CH3:6])[CH3:5].[OH:9][C:10]1[CH:15]=[CH:14][C:13]([C:16]2[CH:21]=[CH:20][C:19]([C:22]([F:25])([F:24])[F:23])=[CH:18][CH:17]=2)=[CH:12][C:11]=1[C:26](=[O:28])[CH3:27], predict the reaction product. The product is: [CH3:6][N:4]([CH3:5])/[CH:3]=[CH:27]/[C:26]([C:11]1[CH:12]=[C:13]([C:16]2[CH:21]=[CH:20][C:19]([C:22]([F:23])([F:24])[F:25])=[CH:18][CH:17]=2)[CH:14]=[CH:15][C:10]=1[OH:9])=[O:28]. (2) The product is: [CH3:34][S:31]([O:15][CH2:14][C:9]1([C:4]2[CH:5]=[CH:6][C:7]([Cl:8])=[C:2]([Cl:1])[CH:3]=2)[CH2:13][CH2:12][CH2:11][CH2:10]1)(=[O:32])=[O:30]. Given the reactants [Cl:1][C:2]1[CH:3]=[C:4]([C:9]2([CH2:14][OH:15])[CH2:13][CH2:12][CH2:11][CH2:10]2)[CH:5]=[CH:6][C:7]=1[Cl:8].FC(F)(F)C1C=CC(C2(C[O:30][S:31]([CH3:34])(=O)=[O:32])CCCC2)=CC=1, predict the reaction product. (3) Given the reactants [CH3:1][C:2]1[O:6][C:5]2[C:7]([O:13]C(C)C)=[C:8]([O:11][CH3:12])[CH:9]=[CH:10][C:4]=2[C:3]=1[C:17](=[O:30])[C:18]1[CH:23]=[C:22]([O:24][CH3:25])[C:21]([O:26][CH3:27])=[C:20]([O:28][CH3:29])[CH:19]=1.B(Cl)(Cl)Cl, predict the reaction product. The product is: [CH3:1][C:2]1[O:6][C:5]2[C:7]([OH:13])=[C:8]([O:11][CH3:12])[CH:9]=[CH:10][C:4]=2[C:3]=1[C:17](=[O:30])[C:18]1[CH:23]=[C:22]([O:24][CH3:25])[C:21]([O:26][CH3:27])=[C:20]([O:28][CH3:29])[CH:19]=1. (4) Given the reactants [CH2:1]([C@H:5]1[C@@H:14]([NH2:15])[CH2:13][CH2:12][C:7]2([O:11][CH2:10][CH2:9][O:8]2)[CH2:6]1)[CH2:2][CH2:3][CH3:4].C([O-])([O-])=O.[K+].[K+].Cl[C:23]([O:25][CH2:26][C:27]1[CH:32]=[CH:31][CH:30]=[CH:29][CH:28]=1)=[O:24], predict the reaction product. The product is: [CH2:1]([C@@H:5]1[C@@H:14]([NH:15][C:23](=[O:24])[O:25][CH2:26][C:27]2[CH:32]=[CH:31][CH:30]=[CH:29][CH:28]=2)[CH2:13][CH2:12][C:7]2([O:8][CH2:9][CH2:10][O:11]2)[CH2:6]1)[CH2:2][CH2:3][CH3:4].